Task: Predict the reactants needed to synthesize the given product.. Dataset: Full USPTO retrosynthesis dataset with 1.9M reactions from patents (1976-2016) (1) Given the product [Cl:6][C:7]1[CH:8]=[C:9]([CH:28]=[CH:29][C:30]=1[O:31][CH2:32][C:33]1[CH:38]=[CH:37][CH:36]=[C:35]([F:39])[CH:34]=1)[NH:10][C:11]1[C:20]2[C:15](=[CH:16][C:17]([O:27][CH2:4][CH2:3][O:2][CH3:1])=[CH:18][C:19]=2[O:21][CH:22]2[CH2:26][CH2:25][O:24][CH2:23]2)[N:14]=[CH:13][N:12]=1, predict the reactants needed to synthesize it. The reactants are: [CH3:1][O:2][CH2:3][CH2:4]Br.[Cl:6][C:7]1[CH:8]=[C:9]([CH:28]=[CH:29][C:30]=1[O:31][CH2:32][C:33]1[CH:38]=[CH:37][CH:36]=[C:35]([F:39])[CH:34]=1)[NH:10][C:11]1[C:20]2[C:15](=[CH:16][C:17]([OH:27])=[CH:18][C:19]=2[O:21][CH:22]2[CH2:26][CH2:25][O:24][CH2:23]2)[N:14]=[CH:13][N:12]=1. (2) Given the product [CH:1]1([S:4]([C:7]2[CH:12]=[CH:11][C:10]([CH:13]([C:21]3[NH:25][C:24]([C:26]4[S:27][C:28]([CH2:31][CH2:32][C:33]([O:35][CH2:36][CH3:37])=[O:34])=[CH:29][N:30]=4)=[CH:23][CH:22]=3)[CH2:14][CH:15]3[CH2:20][CH2:19][O:18][CH2:17][CH2:16]3)=[CH:9][CH:8]=2)(=[O:5])=[O:6])[CH2:3][CH2:2]1, predict the reactants needed to synthesize it. The reactants are: [CH:1]1([S:4]([C:7]2[CH:12]=[CH:11][C:10]([CH:13]([C:21]3[NH:25][C:24]([C:26]4[S:27][C:28](/[CH:31]=[CH:32]/[C:33]([O:35][CH2:36][CH3:37])=[O:34])=[CH:29][N:30]=4)=[CH:23][CH:22]=3)[CH2:14][CH:15]3[CH2:20][CH2:19][O:18][CH2:17][CH2:16]3)=[CH:9][CH:8]=2)(=[O:6])=[O:5])[CH2:3][CH2:2]1.O1CCCC1. (3) Given the product [CH2:14]([O:16][C:17]([C:19]1([NH:28][C:11]([C@H:1]2[C:10]3[C:5](=[CH:6][CH:7]=[CH:8][CH:9]=3)[CH2:4][CH2:3][CH2:2]2)=[O:13])[CH2:27][C:26]2[C:21](=[CH:22][CH:23]=[CH:24][CH:25]=2)[CH2:20]1)=[O:18])[CH3:15], predict the reactants needed to synthesize it. The reactants are: [C@H:1]1([C:11]([OH:13])=O)[C:10]2[C:5](=[CH:6][CH:7]=[CH:8][CH:9]=2)[CH2:4][CH2:3][CH2:2]1.[CH2:14]([O:16][C:17]([C:19]1([NH2:28])[CH2:27][C:26]2[C:21](=[CH:22][CH:23]=[CH:24][CH:25]=2)[CH2:20]1)=[O:18])[CH3:15].CN(C(ON1N=NC2C=CC=NC1=2)=[N+](C)C)C.F[P-](F)(F)(F)(F)F.CCN(C(C)C)C(C)C.